From a dataset of Peptide-MHC class II binding affinity with 134,281 pairs from IEDB. Regression. Given a peptide amino acid sequence and an MHC pseudo amino acid sequence, predict their binding affinity value. This is MHC class II binding data. (1) The peptide sequence is PYLGYCALLPLLTEE. The MHC is DRB1_1001 with pseudo-sequence DRB1_1001. The binding affinity (normalized) is 0.888. (2) The peptide sequence is RDGVRRPQKRPSCIGCKGT. The MHC is DRB3_0101 with pseudo-sequence DRB3_0101. The binding affinity (normalized) is 0.